Dataset: Forward reaction prediction with 1.9M reactions from USPTO patents (1976-2016). Task: Predict the product of the given reaction. (1) Given the reactants P(Cl)(Cl)([Cl:3])=O.[CH2:6]([N:13]1[CH2:19][CH2:18][C:17]2[C:20](=O)[NH:21][C:22]([CH2:24][C:25]3[CH:30]=[CH:29][CH:28]=[C:27]([Cl:31])[CH:26]=3)=[N:23][C:16]=2[CH2:15][CH2:14]1)[C:7]1[CH:12]=[CH:11][CH:10]=[CH:9][CH:8]=1, predict the reaction product. The product is: [CH2:6]([N:13]1[CH2:19][CH2:18][C:17]2[C:20]([Cl:3])=[N:21][C:22]([CH2:24][C:25]3[CH:30]=[CH:29][CH:28]=[C:27]([Cl:31])[CH:26]=3)=[N:23][C:16]=2[CH2:15][CH2:14]1)[C:7]1[CH:12]=[CH:11][CH:10]=[CH:9][CH:8]=1. (2) Given the reactants [N:1]1[CH:6]=[CH:5][CH:4]=[C:3]([C:7]([C:9]2[CH:10]=[N:11][CH:12]=[CH:13][CH:14]=2)=O)[CH:2]=1.[OH-].[K+].O.NN, predict the reaction product. The product is: [N:1]1[CH:6]=[CH:5][CH:4]=[C:3]([CH2:7][C:9]2[CH:10]=[N:11][CH:12]=[CH:13][CH:14]=2)[CH:2]=1. (3) Given the reactants [Cl:1]N1C(=O)CCC1=O.[F:9][C:10]1[C:18]2[O:17][C:16](=[O:19])[N:15]([CH2:20][C:21]([NH2:23])=[O:22])[C:14]=2[CH:13]=[CH:12][CH:11]=1, predict the reaction product. The product is: [Cl:1][C:11]1[CH:12]=[CH:13][C:14]2[N:15]([CH2:20][C:21]([NH2:23])=[O:22])[C:16](=[O:19])[O:17][C:18]=2[C:10]=1[F:9]. (4) Given the reactants [C:1]([C:4]1([C:11]([O:13][CH2:14][CH3:15])=[O:12])[CH2:9][CH2:8][C:7](=[O:10])[CH2:6][CH2:5]1)(=[O:3])[CH3:2].[CH:16](OC)(OC)OC.Cl, predict the reaction product. The product is: [CH3:16][O:10][C:7]12[CH2:8][CH2:9][C:4]([C:11]([O:13][CH2:14][CH3:15])=[O:12])([CH2:5][CH2:6]1)[C:1](=[O:3])[CH2:2]2. (5) Given the reactants [C:1]([O:5][C:6](=[O:37])[N:7]([CH2:20][CH:21]([O:29][Si:30]([C:33]([CH3:36])([CH3:35])[CH3:34])([CH3:32])[CH3:31])[C:22]1[CH:23]=[N:24][C:25](Cl)=[CH:26][CH:27]=1)CCOC1C=CC([N+]([O-])=O)=CC=1)([CH3:4])([CH3:3])[CH3:2].C([O-])=O.[NH4+], predict the reaction product. The product is: [C:1]([O:5][C:6](=[O:37])[NH:7][CH2:20][CH:21]([O:29][Si:30]([C:33]([CH3:36])([CH3:35])[CH3:34])([CH3:31])[CH3:32])[C:22]1[CH:23]=[N:24][CH:25]=[CH:26][CH:27]=1)([CH3:4])([CH3:2])[CH3:3]. (6) Given the reactants [CH:1]1([C:6]2([CH2:14][CH2:15][C:16]3[CH:21]=[CH:20][C:19]([C:22]([CH3:26])([CH3:25])[C:23]#[N:24])=[C:18]([F:27])[CH:17]=3)[CH2:11][C:10](=[O:12])[CH2:9][C:8](=[O:13])[O:7]2)[CH2:5][CH2:4][CH2:3][CH2:2]1.[CH2:28]1CCN2C(=NCCC2)CC1.CI, predict the reaction product. The product is: [CH:1]1([C:6]2([CH2:14][CH2:15][C:16]3[CH:21]=[CH:20][C:19]([C:22]([CH3:25])([CH3:26])[C:23]#[N:24])=[C:18]([F:27])[CH:17]=3)[CH2:11][C:10]([O:12][CH3:28])=[CH:9][C:8](=[O:13])[O:7]2)[CH2:5][CH2:4][CH2:3][CH2:2]1. (7) Given the reactants [OH:1][C:2]1[CH2:7][C:6]([CH2:11][CH2:12][C:13]2[CH:18]=[CH:17][CH:16]=[CH:15][C:14]=2[CH2:19][OH:20])([CH:8]([CH3:10])[CH3:9])[O:5][C:4](=[O:21])[CH:3]=1.[C:22]([C:26]1[C:27]2[CH:45]=[CH:44][CH:43]=[CH:42][C:28]=2[S:29][C:30]=1[S:31]S(C1C=CC(C)=CC=1)(=O)=O)([CH3:25])([CH3:24])[CH3:23].C(=O)([O-])[O-].[K+].[K+], predict the reaction product. The product is: [C:22]([C:26]1[C:27]2[CH:45]=[CH:44][CH:43]=[CH:42][C:28]=2[S:29][C:30]=1[S:31][C:3]1[C:4](=[O:21])[O:5][C:6]([CH2:11][CH2:12][C:13]2[CH:18]=[CH:17][CH:16]=[CH:15][C:14]=2[CH2:19][OH:20])([CH:8]([CH3:9])[CH3:10])[CH2:7][C:2]=1[OH:1])([CH3:25])([CH3:23])[CH3:24]. (8) Given the reactants [CH3:1][C:2]1[N:3]=[C:4]([CH2:20][CH2:21][C:22]([F:25])([F:24])[F:23])[N:5]([C:7]2[C:12]([NH2:13])=[CH:11][CH:10]=[C:9]([O:14][CH2:15][C:16]([F:19])([F:18])[F:17])[N:8]=2)[CH:6]=1.N[C:27](N)=[O:28].C(O)(=O)C, predict the reaction product. The product is: [CH3:1][C:2]1[N:3]=[C:4]([CH2:20][CH2:21][C:22]([F:25])([F:24])[F:23])[N:5]2[C:7]3[C:12](=[CH:11][CH:10]=[C:9]([O:14][CH2:15][C:16]([F:18])([F:17])[F:19])[N:8]=3)[NH:13][C:27](=[O:28])[C:6]=12.